Dataset: NCI-60 drug combinations with 297,098 pairs across 59 cell lines. Task: Regression. Given two drug SMILES strings and cell line genomic features, predict the synergy score measuring deviation from expected non-interaction effect. (1) Drug 1: CC1=CC=C(C=C1)C2=CC(=NN2C3=CC=C(C=C3)S(=O)(=O)N)C(F)(F)F. Drug 2: N.N.Cl[Pt+2]Cl. Cell line: SK-MEL-2. Synergy scores: CSS=49.5, Synergy_ZIP=2.43, Synergy_Bliss=1.08, Synergy_Loewe=-17.2, Synergy_HSA=-4.19. (2) Drug 1: C1CN(P(=O)(OC1)NCCCl)CCCl. Drug 2: C1C(C(OC1N2C=NC3=C2NC=NCC3O)CO)O. Cell line: MOLT-4. Synergy scores: CSS=5.15, Synergy_ZIP=0.713, Synergy_Bliss=1.60, Synergy_Loewe=2.19, Synergy_HSA=2.11.